Dataset: Reaction yield outcomes from USPTO patents with 853,638 reactions. Task: Predict the reaction yield, written as a fraction of the theoretical maximum amount of product (1.0 means a 100% yield; for example, 0.34 means a 34% yield). (1) The reactants are [F:1][C:2]1[CH:3]=[C:4]([N+:15]([O-])=O)[CH:5]=[CH:6][C:7]=1[N:8]1[CH2:12][CH2:11][CH:10]([C:13]#[N:14])[CH2:9]1.[Sn](Cl)(Cl)(Cl)Cl.C(=O)(O)[O-].[Na+].C(Cl)Cl. The catalyst is C(O)C. The product is [F:1][C:2]1[CH:3]=[C:4]([NH2:15])[CH:5]=[CH:6][C:7]=1[N:8]1[CH2:12][CH2:11][CH:10]([C:13]#[N:14])[CH2:9]1. The yield is 0.730. (2) The reactants are [CH3:1][C:2]1[CH:7]=[C:6]([CH3:8])[N:5]=[CH:4][CH:3]=1.N([O-])=O.[Na+].[Cl-:13].[Na+].[OH-].[Na+]. The catalyst is Cl.O. The product is [Cl:13][C:4]1[CH:3]=[C:2]([CH3:1])[CH:7]=[C:6]([CH3:8])[N:5]=1. The yield is 0.220. (3) The reactants are [Cl:1][C:2]1[C:3]([CH2:8][NH:9][C:10]([C@@H:12]2[CH2:17][CH2:16][CH2:15][N:14]([C:18]([O:20][CH2:21][C:22]3[CH:27]=[CH:26][CH:25]=[CH:24][CH:23]=3)=[O:19])[CH2:13]2)=O)=[N:4][CH:5]=[CH:6][N:7]=1.P(Cl)(Cl)(Cl)=O.N. The catalyst is C(#N)C. The product is [Cl:1][C:2]1[C:3]2[N:4]([C:10]([C@@H:12]3[CH2:17][CH2:16][CH2:15][N:14]([C:18]([O:20][CH2:21][C:22]4[CH:27]=[CH:26][CH:25]=[CH:24][CH:23]=4)=[O:19])[CH2:13]3)=[N:9][CH:8]=2)[CH:5]=[CH:6][N:7]=1. The yield is 0.577.